This data is from Tyrosyl-DNA phosphodiesterase HTS with 341,365 compounds. The task is: Binary Classification. Given a drug SMILES string, predict its activity (active/inactive) in a high-throughput screening assay against a specified biological target. (1) The compound is OC12C(CC(O)C1)C=CCCCC(OC(=O)C=CC2)C. The result is 0 (inactive). (2) The drug is S(=O)(=O)(N1CCN(C2CC(=O)N(C2=O)c2cc(ccc2)C(=O)C)CC1)c1c(F)cccc1. The result is 0 (inactive).